From a dataset of Full USPTO retrosynthesis dataset with 1.9M reactions from patents (1976-2016). Predict the reactants needed to synthesize the given product. (1) Given the product [Cl:31][C:26]1[CH:27]=[CH:28][CH:29]=[CH:30][C:25]=1[N:22]1[C:18]2=[N:19][CH:20]=[N:21][C:16]([O:3][C@@H:4]([CH2:9][CH2:10][S:11]([CH3:14])(=[O:13])=[O:12])[C:5]([O:7][CH3:8])=[O:6])=[C:17]2[CH:24]=[N:23]1, predict the reactants needed to synthesize it. The reactants are: [H-].[Na+].[OH:3][C@@H:4]([CH2:9][CH2:10][S:11]([CH3:14])(=[O:13])=[O:12])[C:5]([O:7][CH3:8])=[O:6].Cl[C:16]1[N:21]=[CH:20][N:19]=[C:18]2[N:22]([C:25]3[CH:30]=[CH:29][CH:28]=[CH:27][C:26]=3[Cl:31])[N:23]=[CH:24][C:17]=12.C(O)(=O)CC(CC(O)=O)(C(O)=O)O. (2) Given the product [C:1]([O:5][C:6]([N:8]1[CH2:9][CH2:10][CH:11]([C:14](=[O:26])[C:15]2[CH:16]=[CH:17][C:18]([O:21][C:22]([F:23])([F:24])[F:25])=[CH:19][CH:20]=2)[CH2:12][CH2:13]1)=[O:7])([CH3:4])([CH3:2])[CH3:3], predict the reactants needed to synthesize it. The reactants are: [C:1]([O:5][C:6]([N:8]1[CH2:13][CH2:12][CH:11]([CH:14]([OH:26])[C:15]2[CH:20]=[CH:19][C:18]([O:21][C:22]([F:25])([F:24])[F:23])=[CH:17][CH:16]=2)[CH2:10][CH2:9]1)=[O:7])([CH3:4])([CH3:3])[CH3:2].C1C=C[NH+]=CC=1.[O-][Cr](Cl)(=O)=O. (3) The reactants are: [O:1]=[C:2]1[C@@H:6]([O:7][C:8](=[O:12])[CH:9]([CH3:11])[CH3:10])[C@H:5]([O:13][C:14](=[O:18])[CH:15]([CH3:17])[CH3:16])[C:4](=O)[O:3]1.[NH2:20][OH:21]. Given the product [OH:21][N:20]1[C:2](=[O:1])[C@@H:6]([O:7][C:8](=[O:12])[CH:9]([CH3:11])[CH3:10])[C@H:5]([O:13][C:14](=[O:18])[CH:15]([CH3:17])[CH3:16])[C:4]1=[O:3], predict the reactants needed to synthesize it. (4) Given the product [CH3:8][C:5]1[CH:6]=[CH:7][C:2]([N:12]2[CH:16]=[CH:15][N:14]=[C:13]2[CH2:17][CH2:18][C:19]([O:21][CH2:22][CH3:23])=[O:20])=[C:3]([N+:9]([O-:11])=[O:10])[CH:4]=1, predict the reactants needed to synthesize it. The reactants are: F[C:2]1[CH:7]=[CH:6][C:5]([CH3:8])=[CH:4][C:3]=1[N+:9]([O-:11])=[O:10].[NH:12]1[CH:16]=[CH:15][N:14]=[C:13]1[CH2:17][CH2:18][C:19]([O:21][CH2:22][CH3:23])=[O:20].C(=O)([O-])[O-].[K+].[K+].CN(C)C(=O)C. (5) Given the product [C@@H:6]1([O:24][C:25]2[C:29]([CH2:30][C:31]3[CH:32]=[CH:33][C:34]([O:37][CH2:38][CH2:39][CH2:40][NH:45][CH:46]([CH2:49][OH:50])[CH2:47][OH:48])=[CH:35][CH:36]=3)=[C:28]([CH:42]([CH3:44])[CH3:43])[NH:27][N:26]=2)[O:7][C@H:8]([CH2:19][OH:20])[C@@H:9]([OH:15])[C@H:10]([OH:11])[C@H:5]1[OH:4], predict the reactants needed to synthesize it. The reactants are: C([O:4][C@@H:5]1[C@@H:10]([O:11]C(=O)C)[C@H:9]([O:15]C(=O)C)[C@@H:8]([CH2:19][O:20]C(=O)C)[O:7][C@H:6]1[O:24][C:25]1[C:29]([CH2:30][C:31]2[CH:36]=[CH:35][C:34]([O:37][CH2:38][CH2:39][CH2:40]O)=[CH:33][CH:32]=2)=[C:28]([CH:42]([CH3:44])[CH3:43])[NH:27][N:26]=1)(=O)C.[NH2:45][CH:46]([CH2:49][OH:50])[CH2:47][OH:48].NC(C)(C)CO. (6) The reactants are: [Br:1][C:2]1[C:10]2[N:9]=[C:8]([C:11]3[CH:16]=[CH:15][CH:14]=[CH:13][CH:12]=3)[NH:7][C:6]=2[CH:5]=[C:4]([O:17][CH3:18])[CH:3]=1.ClCCl. Given the product [Br:1][C:2]1[C:10]2[N:9]=[C:8]([C:11]3[CH:16]=[CH:15][CH:14]=[CH:13][CH:12]=3)[N:7]([C:14]3[CH:15]=[CH:16][C:11]([CH3:8])=[CH:12][CH:13]=3)[C:6]=2[CH:5]=[C:4]([O:17][CH3:18])[CH:3]=1, predict the reactants needed to synthesize it. (7) Given the product [Cl:37][C:38]1[N:39]=[CH:40][C:41]([S:44]([NH:26][C:27]2[CH:36]=[CH:35][C:34]3[C:29](=[CH:30][CH:31]=[CH:32][CH:33]=3)[N:28]=2)(=[O:46])=[O:45])=[CH:42][CH:43]=1, predict the reactants needed to synthesize it. The reactants are: CC1N=C(NS(C2C=CC(C3C=CC(C#N)=CC=3)=CC=2)(=O)=O)C=CC=1.[NH2:26][C:27]1[CH:36]=[CH:35][C:34]2[C:29](=[CH:30][CH:31]=[CH:32][CH:33]=2)[N:28]=1.[Cl:37][C:38]1[CH:43]=[CH:42][C:41]([S:44](Cl)(=[O:46])=[O:45])=[CH:40][N:39]=1. (8) Given the product [Br:33][C:30]1[CH:31]=[CH:32][C:23]([NH:22][C:8](=[O:10])[C:7]2[CH:11]=[CH:12][CH:13]=[C:5]([S:2](=[O:3])(=[O:4])[NH:14][C:15]3[CH:20]=[N:19][C:18]([Cl:21])=[CH:17][CH:16]=3)[CH:6]=2)=[C:24]([CH:29]=1)[C:25]([OH:27])=[O:26], predict the reactants needed to synthesize it. The reactants are: Cl[S:2]([C:5]1[CH:6]=[C:7]([CH:11]=[CH:12][CH:13]=1)[C:8]([OH:10])=O)(=[O:4])=[O:3].[NH2:14][C:15]1[CH:16]=[CH:17][C:18]([Cl:21])=[N:19][CH:20]=1.[NH2:22][C:23]1[CH:32]=[CH:31][C:30]([Br:33])=[CH:29][C:24]=1[C:25]([O:27]C)=[O:26].